From a dataset of Reaction yield outcomes from USPTO patents with 853,638 reactions. Predict the reaction yield, written as a fraction of the theoretical maximum amount of product (1.0 means a 100% yield; for example, 0.34 means a 34% yield). (1) The reactants are [CH3:1][C:2]1([C:5]2[NH:6][C:7]3[C:12]([CH:13]=2)=[CH:11][C:10]([N+:14]([O-])=O)=[CH:9][CH:8]=3)[CH2:4][CH2:3]1. The yield is 0.280. The product is [CH3:1][C:2]1([C:5]2[NH:6][C:7]3[C:12]([CH:13]=2)=[CH:11][C:10]([NH2:14])=[CH:9][CH:8]=3)[CH2:4][CH2:3]1. The catalyst is CCO.[Ni]. (2) The reactants are [C:1]1([C:7]2[N:11]3[N:12]=[C:13]([C:16]([F:19])([F:18])[F:17])[CH:14]=[CH:15][C:10]3=[N:9][C:8]=2[C:20]2[CH:25]=[CH:24][C:23]([C:26]3([NH:30]C(=O)OC(C)(C)C)[CH2:29][CH2:28][CH2:27]3)=[CH:22][CH:21]=2)[CH:6]=[CH:5][CH:4]=[CH:3][CH:2]=1.Cl.O1CCOCC1.[OH-].[Na+]. The catalyst is C(Cl)Cl.CO. The product is [C:1]1([C:7]2[N:11]3[N:12]=[C:13]([C:16]([F:19])([F:17])[F:18])[CH:14]=[CH:15][C:10]3=[N:9][C:8]=2[C:20]2[CH:21]=[CH:22][C:23]([C:26]3([NH2:30])[CH2:29][CH2:28][CH2:27]3)=[CH:24][CH:25]=2)[CH:2]=[CH:3][CH:4]=[CH:5][CH:6]=1. The yield is 0.920. (3) The reactants are Cl[C:2]1[N:10]=[C:9]([C:11]([F:14])([F:13])[F:12])[N:8]=[C:7]2[C:3]=1[N:4]=[CH:5][N:6]2[CH2:15][C:16]1[CH:21]=[CH:20][CH:19]=[CH:18][C:17]=1[F:22].[NH2:23][CH:24]1[CH2:26][CH2:25]1. The catalyst is CCO. The product is [CH:24]1([NH:23][C:2]2[N:10]=[C:9]([C:11]([F:14])([F:13])[F:12])[N:8]=[C:7]3[C:3]=2[N:4]=[CH:5][N:6]3[CH2:15][C:16]2[CH:21]=[CH:20][CH:19]=[CH:18][C:17]=2[F:22])[CH2:26][CH2:25]1. The yield is 0.970. (4) The reactants are Cl[C:2]1[CH:7]=[C:6]2[CH2:8][O:9][C:10]3[CH:41]=[C:40]4[C:13]([CH:14]=[CH:15][C:16]5[N:20]=[C:19]([C@@H:21]6[CH2:25][C@H:24]([O:26][CH2:27][CH3:28])[CH2:23][N:22]6[C:29](=[O:39])[C@@H:30]([NH:34][C:35](=[O:38])[O:36][CH3:37])[CH:31]([CH3:33])[CH3:32])[NH:18][C:17]=54)=[CH:12][C:11]=3[C:5]2=[CH:4][CH:3]=1.[CH3:42][C:43]1([CH3:59])[C:47]([CH3:49])([CH3:48])[O:46][B:45]([B:45]2[O:46][C:47]([CH3:49])([CH3:48])[C:43]([CH3:59])([CH3:42])[O:44]2)[O:44]1.C([O-])(=O)C.[K+].C1(P(C2CCCCC2)C2C=CC=CC=2C2C(C(C)C)=CC(C(C)C)=CC=2C(C)C)CCCCC1. The catalyst is O1CCOCC1.C1C=CC(/C=C/C(/C=C/C2C=CC=CC=2)=O)=CC=1.C1C=CC(/C=C/C(/C=C/C2C=CC=CC=2)=O)=CC=1.[Pd]. The product is [CH2:27]([O:26][C@@H:24]1[CH2:23][N:22]([C:29](=[O:39])[C@@H:30]([NH:34][C:35](=[O:38])[O:36][CH3:37])[CH:31]([CH3:33])[CH3:32])[C@H:21]([C:19]2[NH:18][C:17]3[C:40]4[C:13]([CH:14]=[CH:15][C:16]=3[N:20]=2)=[CH:12][C:11]2[C:5]3[C:6]([CH2:8][O:9][C:10]=2[CH:41]=4)=[CH:7][C:2]([B:45]2[O:46][C:47]([CH3:49])([CH3:48])[C:43]([CH3:59])([CH3:42])[O:44]2)=[CH:3][CH:4]=3)[CH2:25]1)[CH3:28]. The yield is 0.730. (5) The reactants are [C:1]1(=[O:7])[O:6][C:4](=[O:5])[CH:3]=[CH:2]1.[CH:8]12[CH2:14][CH:11]([CH2:12][CH2:13]1)[CH:10]=[CH:9]2.CC(N=NC(C#N)(C)C)(C#N)C. The catalyst is C1COCC1. The product is [C:4]1(=[O:5])[O:6][C:1](=[O:7])[CH:2]=[CH:3]1.[CH:8]12[CH2:14][CH:11]([CH2:12][CH2:13]1)[CH:10]=[CH:9]2. The yield is 0.900. (6) The reactants are Cl.[NH2:2][CH2:3][C:4]1[CH:9]=[CH:8][C:7]([NH:10][C:11]([N:13]2[C@@H:19]3[CH2:20][N:16]([CH2:17][CH2:18]3)[C:15]3[CH:21]=[CH:22][C:23]([C:25]4[CH:30]=[CH:29][CH:28]=[C:27]([C:31]([F:34])([F:33])[F:32])[CH:26]=4)=[N:24][C:14]2=3)=[O:12])=[CH:6][CH:5]=1.[CH3:35][C:36]1([CH2:39][CH2:40][C:41](ON2C(=O)CCC2=O)=[O:42])[N:38]=[N:37]1.C(N(CC)CC)C.C([O-])(O)=O.[Na+]. The catalyst is CN(C=O)C.O. The product is [CH3:35][C:36]1([CH2:39][CH2:40][C:41]([NH:2][CH2:3][C:4]2[CH:9]=[CH:8][C:7]([NH:10][C:11]([N:13]3[C@@H:19]4[CH2:20][N:16]([CH2:17][CH2:18]4)[C:15]4[CH:21]=[CH:22][C:23]([C:25]5[CH:30]=[CH:29][CH:28]=[C:27]([C:31]([F:34])([F:33])[F:32])[CH:26]=5)=[N:24][C:14]3=4)=[O:12])=[CH:6][CH:5]=2)=[O:42])[N:38]=[N:37]1. The yield is 0.680. (7) The reactants are [C:1]([C:3]1[CH:9]=[CH:8][C:6]([NH2:7])=[C:5]([N+:10]([O-:12])=[O:11])[CH:4]=1)#[N:2].Br[C:14]1[CH:19]=[CH:18][CH:17]=[CH:16][N:15]=1.C(=O)([O-])[O-].[K+].[K+]. The catalyst is [N+](C1C=CC=CC=1)([O-])=O. The product is [C:1]([C:3]1[CH:9]=[CH:8][C:6]([NH:7][C:14]2[CH:19]=[CH:18][CH:17]=[CH:16][N:15]=2)=[C:5]([N+:10]([O-:12])=[O:11])[CH:4]=1)#[N:2]. The yield is 0.460.